Predict which catalyst facilitates the given reaction. From a dataset of Catalyst prediction with 721,799 reactions and 888 catalyst types from USPTO. (1) Reactant: [C:1]1(=O)[CH2:6][CH2:5][CH2:4][CH2:3][CH2:2]1.[NH:8]1[C:16]2[C:11](=[CH:12][CH:13]=[C:14]([C:17]([O:19][CH3:20])=[O:18])[CH:15]=2)[CH:10]=[CH:9]1.FC(F)(F)C(O)=O.C([SiH](CC)CC)C. Product: [CH:1]1([C:10]2[C:11]3[C:16](=[CH:15][C:14]([C:17]([O:19][CH3:20])=[O:18])=[CH:13][CH:12]=3)[NH:8][CH:9]=2)[CH2:6][CH2:5][CH2:4][CH2:3][CH2:2]1. The catalyst class is: 4. (2) Reactant: Br[C:2]1[CH:3]=[CH:4][C:5]([F:13])=[C:6]([CH:12]=1)[C:7]([O:9][CH2:10][CH3:11])=[O:8].[B:14]1([B:14]2[O:18][C:17]([CH3:20])([CH3:19])[C:16]([CH3:22])([CH3:21])[O:15]2)[O:18][C:17]([CH3:20])([CH3:19])[C:16]([CH3:22])([CH3:21])[O:15]1.ClCCl.C([O-])(=O)C.[K+]. Product: [F:13][C:5]1[CH:4]=[CH:3][C:2]([B:14]2[O:18][C:17]([CH3:20])([CH3:19])[C:16]([CH3:22])([CH3:21])[O:15]2)=[CH:12][C:6]=1[C:7]([O:9][CH2:10][CH3:11])=[O:8]. The catalyst class is: 3.